This data is from Catalyst prediction with 721,799 reactions and 888 catalyst types from USPTO. The task is: Predict which catalyst facilitates the given reaction. (1) The catalyst class is: 19. Reactant: [CH3:1][O:2][C:3](=[O:32])[C@H:4]([CH2:28][CH2:29][S:30][CH3:31])[NH:5][C:6](=[O:27])[C:7]1[CH:12]=[CH:11][C:10]([CH:13]=[CH:14][C:15]2[CH:16]=[N:17][CH:18]=[CH:19][CH:20]=2)=[CH:9][C:8]=1[C:21]1[CH:26]=[CH:25][CH:24]=[CH:23][CH:22]=1. Product: [CH3:1][O:2][C:3](=[O:32])[C@H:4]([CH2:28][CH2:29][S:30][CH3:31])[NH:5][C:6](=[O:27])[C:7]1[CH:12]=[CH:11][C:10]([CH2:13][CH2:14][C:15]2[CH:16]=[N:17][CH:18]=[CH:19][CH:20]=2)=[CH:9][C:8]=1[C:21]1[CH:22]=[CH:23][CH:24]=[CH:25][CH:26]=1. (2) Reactant: [BrH:1].[CH2:2]([O:9][C@H:10]1[C@H:16]([O:17][CH2:18][C:19]2[CH:24]=[CH:23][CH:22]=[CH:21][CH:20]=2)[C@H:15]([O:25][CH2:26][C:27]2[CH:32]=[CH:31][CH:30]=[CH:29][CH:28]=2)[C@H:14]([CH3:33])[O:13][CH:11]1O)[C:3]1[CH:8]=[CH:7][CH:6]=[CH:5][CH:4]=1.[N+](C1C=CC(C([O-])=O)=CC=1)([O-])=O. Product: [BrH:1].[CH2:2]([O:9][C@H:10]1[C@H:16]([O:17][CH2:18][C:19]2[CH:24]=[CH:23][CH:22]=[CH:21][CH:20]=2)[C@H:15]([O:25][CH2:26][C:27]2[CH:32]=[CH:31][CH:30]=[CH:29][CH:28]=2)[C@H:14]([CH3:33])[O:13][C@H:11]1[Br:1])[C:3]1[CH:8]=[CH:7][CH:6]=[CH:5][CH:4]=1. The catalyst class is: 2. (3) Reactant: [F:1][C:2]1[CH:7]=[CH:6][C:5]([OH:8])=[CH:4][C:3]=1[B:9]([OH:11])[OH:10].O[C:13]([C:16](O)([CH3:18])[CH3:17])([CH3:15])[CH3:14]. Product: [F:1][C:2]1[CH:7]=[CH:6][C:5]([OH:8])=[CH:4][C:3]=1[B:9]1[O:10][C:16]([CH3:18])([CH3:17])[C:13]([CH3:15])([CH3:14])[O:11]1. The catalyst class is: 28. (4) Reactant: FC(F)(F)S(O[C:7]1[CH:12]=[CH:11][C:10]([C@@H:13]2[C@@H:16]([CH2:17][CH2:18][C@@H:19]([C:21]3[CH:26]=[CH:25][C:24]([F:27])=[CH:23][CH:22]=3)[OH:20])[C:15](=[O:28])[N:14]2[C:29]2[CH:34]=[CH:33][C:32]([F:35])=[CH:31][CH:30]=2)=[CH:9][CH:8]=1)(=O)=O.[C:38](=[O:41])([O-])[O-].[K+].[K+].[C:44]1(B(O)O)[CH:49]=[CH:48][C:47](B(O)O)=[CH:46][CH:45]=1. Product: [C:7]1([C:44]2[CH:49]=[CH:48][C:47]([C:7]3[CH:8]=[CH:9][C:10]([C@H:13]4[N:14]([C:29]5[CH:34]=[CH:33][C:32]([F:35])=[CH:31][CH:30]=5)[C:15](=[O:28])[C@@H:16]4[CH2:17][CH2:18][C@H:38]([OH:41])[C:21]4[CH:26]=[CH:25][C:24]([F:27])=[CH:23][CH:22]=4)=[CH:11][CH:12]=3)=[CH:46][CH:45]=2)[CH:8]=[CH:9][C:10]([C@H:13]2[N:14]([C:29]3[CH:34]=[CH:33][C:32]([F:35])=[CH:31][CH:30]=3)[C:15](=[O:28])[C@@H:16]2[CH2:17][CH2:18][C@@H:19]([C:21]2[CH:22]=[CH:23][C:24]([F:27])=[CH:25][CH:26]=2)[OH:20])=[CH:11][CH:12]=1. The catalyst class is: 460. (5) Reactant: [CH3:1][C@@H:2]1[C:8]2[CH:9]=[CH:10][C:11]([C:13]([O:15][CH2:16][CH3:17])=[O:14])=[CH:12][C:7]=2[O:6][CH2:5][CH2:4][NH:3]1.[CH3:18][O:19][C:20]1[CH:27]=[CH:26][C:23]([CH:24]=O)=[CH:22][CH:21]=1. Product: [CH3:18][O:19][C:20]1[CH:27]=[CH:26][C:23]([CH2:24][N:3]2[C@H:2]([CH3:1])[C:8]3[CH:9]=[CH:10][C:11]([C:13]([O:15][CH2:16][CH3:17])=[O:14])=[CH:12][C:7]=3[O:6][CH2:5][CH2:4]2)=[CH:22][CH:21]=1. The catalyst class is: 5. (6) Reactant: [F:1][C:2]([F:32])([F:31])[C:3]1[CH:8]=[CH:7][C:6]([C:9]2[C:10]([C:15]([NH:17][C:18]3[CH:27]=[C:26]4[C:21]([CH:22]=[C:23]([C:28](O)=[O:29])[CH:24]=[N:25]4)=[CH:20][CH:19]=3)=[O:16])=[CH:11][CH:12]=[CH:13][CH:14]=2)=[CH:5][CH:4]=1.Cl.[F:34][C:35]([F:39])([F:38])[CH2:36][NH2:37].Cl.CN(C)CCCN=C=NCC.ON1C2C=CC=CC=2N=N1.C(N(CC)CC)C. Product: [F:34][C:35]([F:39])([F:38])[CH2:36][NH:37][C:28]([C:23]1[CH:24]=[N:25][C:26]2[C:21]([CH:22]=1)=[CH:20][CH:19]=[C:18]([NH:17][C:15]([C:10]1[C:9]([C:6]3[CH:5]=[CH:4][C:3]([C:2]([F:32])([F:1])[F:31])=[CH:8][CH:7]=3)=[CH:14][CH:13]=[CH:12][CH:11]=1)=[O:16])[CH:27]=2)=[O:29]. The catalyst class is: 4.